From a dataset of NCI-60 drug combinations with 297,098 pairs across 59 cell lines. Regression. Given two drug SMILES strings and cell line genomic features, predict the synergy score measuring deviation from expected non-interaction effect. (1) Drug 1: CC1C(C(=O)NC(C(=O)N2CCCC2C(=O)N(CC(=O)N(C(C(=O)O1)C(C)C)C)C)C(C)C)NC(=O)C3=C4C(=C(C=C3)C)OC5=C(C(=O)C(=C(C5=N4)C(=O)NC6C(OC(=O)C(N(C(=O)CN(C(=O)C7CCCN7C(=O)C(NC6=O)C(C)C)C)C)C(C)C)C)N)C. Drug 2: CC1=C2C(C(=O)C3(C(CC4C(C3C(C(C2(C)C)(CC1OC(=O)C(C(C5=CC=CC=C5)NC(=O)C6=CC=CC=C6)O)O)OC(=O)C7=CC=CC=C7)(CO4)OC(=O)C)O)C)OC(=O)C. Cell line: CAKI-1. Synergy scores: CSS=13.9, Synergy_ZIP=-0.881, Synergy_Bliss=1.10, Synergy_Loewe=-2.58, Synergy_HSA=1.01. (2) Drug 1: C1=CC(=CC=C1CCCC(=O)O)N(CCCl)CCCl. Drug 2: C1CC(C1)(C(=O)O)C(=O)O.[NH2-].[NH2-].[Pt+2]. Cell line: NCI-H322M. Synergy scores: CSS=-0.642, Synergy_ZIP=-0.417, Synergy_Bliss=-1.52, Synergy_Loewe=-7.86, Synergy_HSA=-4.37. (3) Drug 1: C1=NC2=C(N=C(N=C2N1C3C(C(C(O3)CO)O)F)Cl)N. Drug 2: CC=C1C(=O)NC(C(=O)OC2CC(=O)NC(C(=O)NC(CSSCCC=C2)C(=O)N1)C(C)C)C(C)C. Cell line: UO-31. Synergy scores: CSS=0.196, Synergy_ZIP=-0.780, Synergy_Bliss=1.93, Synergy_Loewe=0.419, Synergy_HSA=0.451. (4) Drug 1: CS(=O)(=O)C1=CC(=C(C=C1)C(=O)NC2=CC(=C(C=C2)Cl)C3=CC=CC=N3)Cl. Drug 2: CC12CCC(CC1=CCC3C2CCC4(C3CC=C4C5=CN=CC=C5)C)O. Cell line: BT-549. Synergy scores: CSS=3.09, Synergy_ZIP=2.55, Synergy_Bliss=4.29, Synergy_Loewe=2.48, Synergy_HSA=3.07. (5) Drug 1: C1=CN(C(=O)N=C1N)C2C(C(C(O2)CO)O)O.Cl. Drug 2: CC(C)CN1C=NC2=C1C3=CC=CC=C3N=C2N. Cell line: SK-MEL-5. Synergy scores: CSS=17.3, Synergy_ZIP=-4.51, Synergy_Bliss=-3.34, Synergy_Loewe=-3.06, Synergy_HSA=-4.34. (6) Drug 1: C(=O)(N)NO. Drug 2: B(C(CC(C)C)NC(=O)C(CC1=CC=CC=C1)NC(=O)C2=NC=CN=C2)(O)O. Cell line: MALME-3M. Synergy scores: CSS=40.6, Synergy_ZIP=-1.01, Synergy_Bliss=-3.27, Synergy_Loewe=-65.1, Synergy_HSA=-3.33. (7) Drug 1: CC12CCC3C(C1CCC2=O)CC(=C)C4=CC(=O)C=CC34C. Drug 2: C1CNP(=O)(OC1)N(CCCl)CCCl. Cell line: OVCAR3. Synergy scores: CSS=23.4, Synergy_ZIP=3.12, Synergy_Bliss=5.28, Synergy_Loewe=-20.4, Synergy_HSA=-0.393. (8) Drug 1: C1CCN(CC1)CCOC2=CC=C(C=C2)C(=O)C3=C(SC4=C3C=CC(=C4)O)C5=CC=C(C=C5)O. Drug 2: C1=CC(=CC=C1CCC2=CNC3=C2C(=O)NC(=N3)N)C(=O)NC(CCC(=O)O)C(=O)O. Cell line: KM12. Synergy scores: CSS=26.2, Synergy_ZIP=3.22, Synergy_Bliss=2.98, Synergy_Loewe=-9.45, Synergy_HSA=0.286. (9) Drug 1: C1CC(=O)NC(=O)C1N2C(=O)C3=CC=CC=C3C2=O. Drug 2: CC(C)CN1C=NC2=C1C3=CC=CC=C3N=C2N. Cell line: SF-295. Synergy scores: CSS=1.50, Synergy_ZIP=-3.41, Synergy_Bliss=-5.41, Synergy_Loewe=-3.38, Synergy_HSA=-3.58.